Dataset: Full USPTO retrosynthesis dataset with 1.9M reactions from patents (1976-2016). Task: Predict the reactants needed to synthesize the given product. (1) Given the product [CH2:1]([O:8][NH:9][C:10](=[O:29])[CH2:11][C@H:12]([C:22]1[O:23][CH:24]=[C:25]([CH2:27][NH:35][CH:30]2[CH2:34][CH2:33][CH2:32][CH2:31]2)[N:26]=1)[CH2:13][CH2:14][CH2:15][CH:16]1[CH2:17][CH2:18][CH2:19][CH2:20][CH2:21]1)[C:2]1[CH:7]=[CH:6][CH:5]=[CH:4][CH:3]=1, predict the reactants needed to synthesize it. The reactants are: [CH2:1]([O:8][NH:9][C:10](=[O:29])[CH2:11][C@H:12]([C:22]1[O:23][CH:24]=[C:25]([CH:27]=O)[N:26]=1)[CH2:13][CH2:14][CH2:15][CH:16]1[CH2:21][CH2:20][CH2:19][CH2:18][CH2:17]1)[C:2]1[CH:7]=[CH:6][CH:5]=[CH:4][CH:3]=1.[CH:30]1([NH2:35])[CH2:34][CH2:33][CH2:32][CH2:31]1. (2) Given the product [Br:17][C:5]1[C:4](=[O:14])[N:3]([CH2:1][CH3:2])[C:12]2[C:7]([N:6]=1)=[CH:8][CH:9]=[CH:10][CH:11]=2, predict the reactants needed to synthesize it. The reactants are: [CH2:1]([N:3]1[C:12]2[C:7](=[CH:8][CH:9]=[CH:10][CH:11]=2)[NH:6][C:5](=O)[C:4]1=[O:14])[CH3:2].P(Br)(Br)([Br:17])=O.C(=O)([O-])[O-].[Na+].[Na+]. (3) The reactants are: N(C(OCC1C=CC=CC=1)=O)(C[C:4](O)=[O:5])C.[CH3:17][O:18][C:19](=[O:43])[C:20]1[CH:25]=[CH:24][CH:23]=[CH:22][C:21]=1[N:26]([C:28](=[O:42])[CH2:29][N:30](C(OCC1C=CC=CC=1)=O)[CH3:31])[CH3:27].[ClH:44]. Given the product [ClH:44].[CH3:4][OH:5].[ClH:44].[CH3:17][O:18][C:19](=[O:43])[C:20]1[CH:25]=[CH:24][CH:23]=[CH:22][C:21]=1[N:26]([CH3:27])[C:28](=[O:42])[CH2:29][NH:30][CH3:31], predict the reactants needed to synthesize it. (4) The reactants are: Br[C:2]1[CH:3]=[C:4]([CH:13]=[CH:14][CH:15]=1)[C:5]([C:7]1[CH:12]=[CH:11][CH:10]=[CH:9][CH:8]=1)=[O:6].C(N(CC)CC)C.C1(C)C=CC=CC=1.[C:30]([O:34][CH3:35])(=[O:33])[CH:31]=[CH2:32]. Given the product [C:5]([C:4]1[CH:3]=[C:2]([CH:15]=[CH:14][CH:13]=1)[CH:32]=[CH:31][C:30]([O:34][CH3:35])=[O:33])(=[O:6])[C:7]1[CH:8]=[CH:9][CH:10]=[CH:11][CH:12]=1, predict the reactants needed to synthesize it. (5) The reactants are: [CH:1]1([C:6]([OH:8])=O)[CH2:5][CH2:4][CH2:3][CH2:2]1.[Br:9][C:10]1[CH:11]=[N:12][C:13]2[N:14]([CH:16]=[C:17]([C:19]3[CH:20]=[C:21]([CH:23]=[CH:24][C:25]=3[F:26])[NH2:22])[N:18]=2)[CH:15]=1.C(N(CC)CC)C.C(=O)(O)[O-].[Na+]. Given the product [Br:9][C:10]1[CH:11]=[N:12][C:13]2[N:14]([CH:16]=[C:17]([C:19]3[CH:20]=[C:21]([NH:22][C:6]([CH:1]4[CH2:2][CH2:3][CH2:4][CH2:5]4)=[O:8])[CH:23]=[CH:24][C:25]=3[F:26])[N:18]=2)[CH:15]=1, predict the reactants needed to synthesize it. (6) Given the product [Cl:35][C:36]1[CH:41]=[CH:40][C:39]([C:14]2[CH:15]=[C:10]([CH:5]([CH2:6][CH:7]([CH3:8])[CH3:9])[C:4]([OH:3])=[O:34])[CH:11]=[C:12]([C:24]3[CH:25]=[CH:26][C:27]([C:30]([F:31])([F:32])[F:33])=[CH:28][CH:29]=3)[CH:13]=2)=[CH:38][C:37]=1[C:45]([F:46])([F:47])[F:48], predict the reactants needed to synthesize it. The reactants are: C([O:3][C:4](=[O:34])[CH:5]([C:10]1[CH:11]=[C:12]([C:24]2[CH:29]=[CH:28][C:27]([C:30]([F:33])([F:32])[F:31])=[CH:26][CH:25]=2)[CH:13]=[C:14](OS(C(F)(F)F)(=O)=O)[CH:15]=1)[CH2:6][CH:7]([CH3:9])[CH3:8])C.[Cl:35][C:36]1[CH:41]=[CH:40][C:39](B(O)O)=[CH:38][C:37]=1[C:45]([F:48])([F:47])[F:46].